From a dataset of Peptide-MHC class II binding affinity with 134,281 pairs from IEDB. Regression. Given a peptide amino acid sequence and an MHC pseudo amino acid sequence, predict their binding affinity value. This is MHC class II binding data. (1) The peptide sequence is EITGIMKDFDEPGHL. The MHC is HLA-DPA10103-DPB10201 with pseudo-sequence HLA-DPA10103-DPB10201. The binding affinity (normalized) is 0.0361. (2) The peptide sequence is GEEYLILSARDVLAV. The MHC is HLA-DPA10103-DPB10301 with pseudo-sequence HLA-DPA10103-DPB10301. The binding affinity (normalized) is 0.376.